Dataset: Forward reaction prediction with 1.9M reactions from USPTO patents (1976-2016). Task: Predict the product of the given reaction. (1) Given the reactants [C:1]([C:3](=[N:12][NH:13][C:14]1[CH:19]=[CH:18][CH:17]=[CH:16][CH:15]=1)[C:4]([NH:6][C:7](OCC)=[O:8])=[O:5])#[N:2].C([O-])(=O)C.[Na+].C(O)(=O)C, predict the reaction product. The product is: [C:14]1([N:13]2[C:7](=[O:8])[NH:6][C:4](=[O:5])[C:3]([C:1]#[N:2])=[N:12]2)[CH:19]=[CH:18][CH:17]=[CH:16][CH:15]=1. (2) The product is: [I:22][C:10]1[O:11][C:7]([C:4]2[CH:5]=[CH:6][N:1]=[CH:2][CH:3]=2)=[CH:8][N:9]=1. Given the reactants [N:1]1[CH:6]=[CH:5][C:4]([C:7]2[O:11][CH:10]=[N:9][CH:8]=2)=[CH:3][CH:2]=1.C[Si]([N-][Si](C)(C)C)(C)C.[Li+].[I:22]CCI, predict the reaction product.